This data is from Catalyst prediction with 721,799 reactions and 888 catalyst types from USPTO. The task is: Predict which catalyst facilitates the given reaction. (1) Reactant: [NH2:1][C:2]1[C:3]([C:12]([NH:14][C@H:15]([C:21]([O:23][CH3:24])=[O:22])[CH2:16][CH2:17][CH:18]([CH3:20])[CH3:19])=[O:13])=[CH:4][C:5]2[C:10]([CH:11]=1)=[CH:9][CH:8]=[CH:7][CH:6]=2.[N:25]([C:28]1[C:33]([CH3:34])=[CH:32][C:31]([CH3:35])=[CH:30][C:29]=1[CH3:36])=[C:26]=[O:27]. Product: [CH3:19][CH:18]([CH3:20])[CH2:17][CH2:16][C@@H:15]([C:21]([O:23][CH3:24])=[O:22])[NH:14][C:12]([C:3]1[C:2]([NH:1][C:26]([NH:25][C:28]2[C:29]([CH3:36])=[CH:30][C:31]([CH3:35])=[CH:32][C:33]=2[CH3:34])=[O:27])=[CH:11][C:10]2[C:5](=[CH:6][CH:7]=[CH:8][CH:9]=2)[CH:4]=1)=[O:13]. The catalyst class is: 17. (2) Reactant: [N+:1]([C:4]1[CH:5]=[C:6]2[C:27](=[CH:28][CH:29]=1)[CH2:26][C:8]1([C:16]3[C:11](=[N:12][CH:13]=[CH:14][CH:15]=3)[N:10]([CH2:17][O:18][CH2:19][CH2:20][Si:21]([CH3:24])([CH3:23])[CH3:22])[C:9]1=[O:25])[CH2:7]2)([O-])=O. Product: [NH2:1][C:4]1[CH:5]=[C:6]2[C:27](=[CH:28][CH:29]=1)[CH2:26][C:8]1([C:16]3[C:11](=[N:12][CH:13]=[CH:14][CH:15]=3)[N:10]([CH2:17][O:18][CH2:19][CH2:20][Si:21]([CH3:22])([CH3:23])[CH3:24])[C:9]1=[O:25])[CH2:7]2. The catalyst class is: 50.